Dataset: Full USPTO retrosynthesis dataset with 1.9M reactions from patents (1976-2016). Task: Predict the reactants needed to synthesize the given product. (1) Given the product [F:15][C:12]1[CH:13]=[CH:14][C:9]([CH2:8][O:16][C:17]2[CH:18]=[CH:19][C:20]([S:23]([NH:26][CH2:27][C@H:28]([N:33]3[CH2:38][CH2:37][CH2:36][CH2:35][CH2:34]3)[C:29]([O:31][CH3:32])=[O:30])(=[O:25])=[O:24])=[CH:21][CH:22]=2)=[CH:10][CH:11]=1, predict the reactants needed to synthesize it. The reactants are: C(=O)([O-])[O-].[Cs+].[Cs+].Br[CH2:8][C:9]1[CH:14]=[CH:13][C:12]([F:15])=[CH:11][CH:10]=1.[OH:16][C:17]1[CH:22]=[CH:21][C:20]([S:23]([NH:26][CH2:27][C@H:28]([N:33]2[CH2:38][CH2:37][CH2:36][CH2:35][CH2:34]2)[C:29]([O:31][CH3:32])=[O:30])(=[O:25])=[O:24])=[CH:19][CH:18]=1. (2) Given the product [NH2:1][C:7]1[CH2:8][O:9][CH2:10][C:5]([C:12]2[CH:13]=[C:14]([NH:19][C:20]([C:22]3[CH:27]=[CH:26][C:25]([Cl:28])=[CH:24][N:23]=3)=[O:21])[CH:15]=[CH:16][C:17]=2[F:18])([CH:2]2[CH2:4][CH2:3]2)[N:6]=1, predict the reactants needed to synthesize it. The reactants are: [NH3:1].[CH:2]1([C:5]2([C:12]3[CH:13]=[C:14]([NH:19][C:20]([C:22]4[CH:27]=[CH:26][C:25]([Cl:28])=[CH:24][N:23]=4)=[O:21])[CH:15]=[CH:16][C:17]=3[F:18])[CH2:10][O:9][CH2:8][C:7](=S)[NH:6]2)[CH2:4][CH2:3]1.C(OO)(C)(C)C.